This data is from Full USPTO retrosynthesis dataset with 1.9M reactions from patents (1976-2016). The task is: Predict the reactants needed to synthesize the given product. (1) The reactants are: Br[C:2]1[CH:35]=[C:34]([Cl:36])[CH:33]=[CH:32][C:3]=1[CH2:4][CH2:5][NH:6][C:7]([C:9]1[CH:31]=[CH:30][C:12]([O:13][C:14]2[CH:23]=[C:22]3[C:17]([CH:18]([C:24]([O:26][CH2:27][CH3:28])=[O:25])[CH2:19][CH2:20][O:21]3)=[CH:16][C:15]=2[Cl:29])=[CH:11][CH:10]=1)=[O:8].P([O-])([O-])([O-])=O.[K+].[K+].[K+].C1(P([CH:58]2[CH2:63][CH2:62]CCC2)C2CCCCC2)CCCCC1.C1(B(O)O)CC1. Given the product [Cl:29][C:15]1[CH:16]=[C:17]2[C:22](=[CH:23][C:14]=1[O:13][C:12]1[CH:30]=[CH:31][C:9]([C:7](=[O:8])[NH:6][CH2:5][CH2:4][C:3]3[CH:32]=[CH:33][C:34]([Cl:36])=[CH:35][C:2]=3[CH:62]3[CH2:63][CH2:58]3)=[CH:10][CH:11]=1)[O:21][CH2:20][CH2:19][CH:18]2[C:24]([O:26][CH2:27][CH3:28])=[O:25], predict the reactants needed to synthesize it. (2) Given the product [CH3:12][C:11]1[C:2]([O:19][CH2:18][CH2:17][O:16][CH2:15][C:14]([F:21])([F:20])[F:13])=[N:3][CH:4]=[C:5]([CH:10]=1)[C:6]([OH:8])=[O:7], predict the reactants needed to synthesize it. The reactants are: F[C:2]1[C:11]([CH3:12])=[CH:10][C:5]([C:6]([O:8]C)=[O:7])=[CH:4][N:3]=1.[F:13][C:14]([F:21])([F:20])[CH2:15][O:16][CH2:17][CH2:18][OH:19].